This data is from Forward reaction prediction with 1.9M reactions from USPTO patents (1976-2016). The task is: Predict the product of the given reaction. (1) Given the reactants C([O:8][C:9]1[CH:10]=[C:11]([N:15]([CH2:19][C:20]2[NH:21][CH:22]=[N:23][CH:24]=2)[CH:16]([CH3:18])[CH3:17])[CH:12]=[CH:13][CH:14]=1)C1C=CC=CC=1, predict the reaction product. The product is: [N:23]1[CH:24]=[C:20]([CH2:19][N:15]([CH:16]([CH3:18])[CH3:17])[C:11]2[CH:10]=[C:9]([OH:8])[CH:14]=[CH:13][CH:12]=2)[NH:21][CH:22]=1. (2) Given the reactants Cl.[CH2:2]([C:4]1[N:8]([C:9]2[N:17]=[C:16]3[C:12]([N:13]=[C:14]([CH2:19][CH:20]4[CH2:25][CH2:24][NH:23][CH2:22][CH2:21]4)[N:15]3[CH3:18])=[C:11]([N:26]3[CH2:31][CH2:30][O:29][CH2:28][CH2:27]3)[N:10]=2)[C:7]2[CH:32]=[CH:33][CH:34]=[CH:35][C:6]=2[N:5]=1)[CH3:3].[C:36]([O-])(=[O:40])[C@H:37]([CH3:39])[OH:38].[Na+].C1C=CC2N(O)N=NC=2C=1.CN1CCOCC1.CCN=C=NCCCN(C)C, predict the reaction product. The product is: [CH2:2]([C:4]1[N:8]([C:9]2[N:17]=[C:16]3[C:12]([N:13]=[C:14]([CH2:19][CH:20]4[CH2:21][CH2:22][N:23]([C:36](=[O:40])[C@@H:37]([OH:38])[CH3:39])[CH2:24][CH2:25]4)[N:15]3[CH3:18])=[C:11]([N:26]3[CH2:27][CH2:28][O:29][CH2:30][CH2:31]3)[N:10]=2)[C:7]2[CH:32]=[CH:33][CH:34]=[CH:35][C:6]=2[N:5]=1)[CH3:3]. (3) Given the reactants Br[C:2]1[C:7]([NH2:8])=[CH:6][CH:5]=[C:4]([CH3:9])[N:3]=1.[C:10]1([C:16]#[CH:17])[CH:15]=[CH:14][CH:13]=[CH:12][CH:11]=1, predict the reaction product. The product is: [CH3:9][C:4]1[N:3]=[C:2]([C:17]#[C:16][C:10]2[CH:15]=[CH:14][CH:13]=[CH:12][CH:11]=2)[C:7]([NH2:8])=[CH:6][CH:5]=1. (4) Given the reactants [CH2:1]([CH:3]([C:6]1[N:11]2[N:12]=[C:13]([CH3:22])[C:14]([C:15]3[S:19][C:18](Cl)=[N:17][C:16]=3[Cl:21])=[C:10]2[N:9]=[C:8]([CH3:23])[CH:7]=1)[CH2:4][CH3:5])[CH3:2].C([O-])([O-])=O.[K+].[K+].[NH:30]1[CH2:35][CH2:34][O:33][CH2:32][CH2:31]1, predict the reaction product. The product is: [CH2:1]([CH:3]([C:6]1[N:11]2[N:12]=[C:13]([CH3:22])[C:14]([C:15]3[S:19][C:18]([N:30]4[CH2:35][CH2:34][O:33][CH2:32][CH2:31]4)=[N:17][C:16]=3[Cl:21])=[C:10]2[N:9]=[C:8]([CH3:23])[CH:7]=1)[CH2:4][CH3:5])[CH3:2]. (5) Given the reactants [N:1]1([CH2:6][C:7]2[CH:12]=[CH:11][C:10]([C:13]3[CH:17]=[C:16]([CH2:18][CH2:19][CH2:20][CH3:21])[S:15][C:14]=3[S:22]([NH2:25])(=[O:24])=[O:23])=[CH:9][CH:8]=2)[CH:5]=[CH:4][N:3]=[CH:2]1.N1(C2C=CC=CN=2)CCCC1.Cl[C:38]([O:40][CH2:41][CH2:42][CH2:43][CH3:44])=[O:39], predict the reaction product. The product is: [CH2:41]([O:40][C:38]([NH:25][S:22]([C:14]1[S:15][C:16]([CH2:18][CH2:19][CH2:20][CH3:21])=[CH:17][C:13]=1[C:10]1[CH:11]=[CH:12][C:7]([CH2:6][N:1]2[CH:5]=[CH:4][N:3]=[CH:2]2)=[CH:8][CH:9]=1)(=[O:24])=[O:23])=[O:39])[CH2:42][CH2:43][CH3:44]. (6) Given the reactants [O:1]1[CH2:6][CH2:5][CH2:4][CH2:3][CH:2]1[O:7][NH:8][C:9]([C:11]1[CH:20]=[C:14]2[CH2:15][NH:16][CH2:17][CH2:18][CH2:19][N:13]2[N:12]=1)=[O:10].[CH3:21][O:22][C:23]1[CH:31]=[CH:30][C:26]([C:27](O)=[O:28])=[CH:25][CH:24]=1.F[P-](F)(F)(F)(F)F.C[N+](C)=C(N(C)C)ON1C2N=CC=CC=2N=N1.CN1CCOCC1, predict the reaction product. The product is: [CH3:21][O:22][C:23]1[CH:31]=[CH:30][C:26]([C:27]([N:16]2[CH2:17][CH2:18][CH2:19][N:13]3[N:12]=[C:11]([C:9]([NH:8][O:7][CH:2]4[CH2:3][CH2:4][CH2:5][CH2:6][O:1]4)=[O:10])[CH:20]=[C:14]3[CH2:15]2)=[O:28])=[CH:25][CH:24]=1. (7) Given the reactants [CH3:1][C@@H:2]([CH2:7][C:8](OC)=O)[C:3](OC)=O.[NH2:12][CH2:13][CH2:14][OH:15], predict the reaction product. The product is: [CH3:1][C@H:2]1[CH2:7][CH2:8][N:12]([CH2:13][CH2:14][OH:15])[CH2:3]1. (8) Given the reactants [N:1]1[CH:6]=[CH:5][CH:4]=[C:3]([CH:7]=[C:8]2[C:13](=[O:14])[CH:12]3[CH2:15][CH2:16][N:9]2[CH2:10][CH2:11]3)[CH:2]=1.[ClH:17].[H][H], predict the reaction product. The product is: [ClH:17].[N:1]1[CH:6]=[CH:5][CH:4]=[C:3]([CH2:7][CH:8]2[C:13](=[O:14])[CH:12]3[CH2:11][CH2:10][N:9]2[CH2:16][CH2:15]3)[CH:2]=1. (9) Given the reactants C([O:8][C:9]1[CH:13]=[C:12]([CH:14]([CH3:16])[CH3:15])[S:11][C:10]=1[C:17]([C:19]1[CH:24]=[CH:23][C:22]([O:25][CH3:26])=[CH:21][CH:20]=1)=[O:18])C1C=CC=CC=1.O, predict the reaction product. The product is: [OH:8][C:9]1[CH:13]=[C:12]([CH:14]([CH3:16])[CH3:15])[S:11][C:10]=1[C:17]([C:19]1[CH:20]=[CH:21][C:22]([O:25][CH3:26])=[CH:23][CH:24]=1)=[O:18]. (10) Given the reactants Br[C:2]1[CH:3]=[C:4](/[CH:8]=[CH:9]/[CH2:10][C@H:11]([NH:20][C:21]([O:23][C:24]([CH3:27])([CH3:26])[CH3:25])=[O:22])[C:12]([O:14][CH:15]2[CH2:19][CH2:18][CH2:17][CH2:16]2)=[O:13])[CH:5]=[CH:6][CH:7]=1.CC([O-])=O.[K+].[CH3:33][C:34]1([CH3:50])[C:38]([CH3:40])([CH3:39])[O:37][B:36]([B:36]2[O:37][C:38]([CH3:40])([CH3:39])[C:34]([CH3:50])([CH3:33])[O:35]2)[O:35]1, predict the reaction product. The product is: [C:24]([O:23][C:21]([NH:20][C@@H:11]([CH2:10]/[CH:9]=[CH:8]/[C:4]1[CH:5]=[CH:6][CH:7]=[C:2]([B:36]2[O:37][C:38]([CH3:40])([CH3:39])[C:34]([CH3:50])([CH3:33])[O:35]2)[CH:3]=1)[C:12]([O:14][CH:15]1[CH2:19][CH2:18][CH2:17][CH2:16]1)=[O:13])=[O:22])([CH3:27])([CH3:26])[CH3:25].